The task is: Predict the product of the given reaction.. This data is from Forward reaction prediction with 1.9M reactions from USPTO patents (1976-2016). (1) Given the reactants [Cl:1][C:2]1[C:7]2[NH:8][C:9]([N:11]3[CH2:16][CH2:15][NH:14][C@H:13]([CH3:17])[CH2:12]3)=[N:10][C:6]=2[CH:5]=[C:4]([C:18]([F:21])([F:20])[F:19])[CH:3]=1.Cl[C:23]1[C:28]([C:29]([F:32])([F:31])[F:30])=[CH:27][CH:26]=[CH:25][N:24]=1.C(N(C(C)C)CC)(C)C, predict the reaction product. The product is: [Cl:1][C:2]1[C:7]2[NH:8][C:9]([N:11]3[CH2:16][CH2:15][N:14]([C:23]4[C:28]([C:29]([F:32])([F:31])[F:30])=[CH:27][CH:26]=[CH:25][N:24]=4)[C@H:13]([CH3:17])[CH2:12]3)=[N:10][C:6]=2[CH:5]=[C:4]([C:18]([F:21])([F:20])[F:19])[CH:3]=1. (2) Given the reactants [Br:1][C:2]1[CH:3]=[C:4]([C:11]([N:13]2[CH2:18][CH2:17][O:16][C:15]3[N:19]=[CH:20][C:21]([C:23]4[CH:28]=[CH:27][CH:26]=[CH:25][CH:24]=4)=[CH:22][C:14]2=3)=[O:12])[CH:5]=[C:6]([Br:10])[C:7]=1[O:8]C.B(Br)(Br)Br.O, predict the reaction product. The product is: [Br:1][C:2]1[CH:3]=[C:4]([C:11]([N:13]2[CH2:18][CH2:17][O:16][C:15]3[N:19]=[CH:20][C:21]([C:23]4[CH:24]=[CH:25][CH:26]=[CH:27][CH:28]=4)=[CH:22][C:14]2=3)=[O:12])[CH:5]=[C:6]([Br:10])[C:7]=1[OH:8]. (3) Given the reactants [CH3:1][C:2]1([CH2:8][C:9]([OH:11])=O)[CH2:7][CH2:6][CH2:5][CH2:4][CH2:3]1.[NH2:12][C:13]1[C:22]([Cl:23])=[CH:21][CH:20]=[C:19]2[C:14]=1[CH:15]=[CH:16][C:17]([N:24]1[CH2:29][CH2:28][CH:27]([C:30]([O:32][CH2:33][CH3:34])=[O:31])[CH2:26][CH2:25]1)=[N:18]2, predict the reaction product. The product is: [Cl:23][C:22]1[C:13]([NH:12][C:9](=[O:11])[CH2:8][C:2]2([CH3:1])[CH2:3][CH2:4][CH2:5][CH2:6][CH2:7]2)=[C:14]2[C:19](=[CH:20][CH:21]=1)[N:18]=[C:17]([N:24]1[CH2:25][CH2:26][CH:27]([C:30]([O:32][CH2:33][CH3:34])=[O:31])[CH2:28][CH2:29]1)[CH:16]=[CH:15]2. (4) The product is: [CH:20]1([NH:19][C:17](=[O:18])[C:16]2[CH:23]=[C:12]([C:7]3[CH:8]=[C:9]4[C:4](=[CH:5][CH:6]=3)[N:3]=[C:2]([NH:1][CH2:33][CH2:32][N:29]3[CH2:30][CH2:31][O:26][CH2:27][CH2:28]3)[N:11]=[CH:10]4)[C:13]([CH3:25])=[CH:14][C:15]=2[NH:34][CH2:33][CH2:32][N:29]2[CH2:30][CH2:31][O:26][CH2:27][CH2:28]2)[CH2:21][CH2:22]1. Given the reactants [NH2:1][C:2]1[N:11]=[CH:10][C:9]2[C:4](=[CH:5][CH:6]=[C:7]([C:12]3[C:13]([CH3:25])=[CH:14][C:15](F)=[C:16]([CH:23]=3)[C:17]([NH:19][CH:20]3[CH2:22][CH2:21]3)=[O:18])[CH:8]=2)[N:3]=1.[O:26]1[CH2:31][CH2:30][N:29]([CH2:32][CH2:33][NH2:34])[CH2:28][CH2:27]1, predict the reaction product. (5) Given the reactants [OH:1][C:2]1[CH:11]=[CH:10][C:5]2[C:6](=[O:9])[CH2:7][O:8][C:4]=2[CH:3]=1.N1C=CN=C1.Cl[Si:18]([CH:25]([CH3:27])[CH3:26])([CH:22]([CH3:24])[CH3:23])[CH:19]([CH3:21])[CH3:20].CCOC(C)=O, predict the reaction product. The product is: [CH:19]([Si:18]([CH:25]([CH3:27])[CH3:26])([CH:22]([CH3:24])[CH3:23])[O:1][C:2]1[CH:11]=[CH:10][C:5]2[C:6](=[O:9])[CH2:7][O:8][C:4]=2[CH:3]=1)([CH3:21])[CH3:20].